From a dataset of HIV replication inhibition screening data with 41,000+ compounds from the AIDS Antiviral Screen. Binary Classification. Given a drug SMILES string, predict its activity (active/inactive) in a high-throughput screening assay against a specified biological target. (1) The result is 0 (inactive). The compound is C#CC1(O)CCC2C3CCc4cc(Oc5nc(F)nc(-c6c7cc8ccccc8cc7c(SCC)n6CCC)n5)ccc4C3CCC21C. (2) The molecule is CSC1=N[N+]2=CC(c3ccccc3)=[N+]3N=C(NC(CC(C)C)C(=O)O)[SH+][Ni-2]23[SH+]1. The result is 0 (inactive). (3) The compound is O=C1[OH+][Zn-4]234([O+]=C(c5ccco5)C=[N+]2c2ccccc21)[O+]=C(c1ccco1)C=[N+]3c1ccccc1C(=O)[OH+]4. The result is 0 (inactive). (4) The compound is O=c1c(SSc2coc3ccccc3c2=O)coc2ccccc12. The result is 0 (inactive). (5) The molecule is COC(=O)C(NC(=O)OCc1ccccc1)(C(C)O)C(F)(F)F. The result is 0 (inactive).